This data is from Reaction yield outcomes from USPTO patents with 853,638 reactions. The task is: Predict the reaction yield, written as a fraction of the theoretical maximum amount of product (1.0 means a 100% yield; for example, 0.34 means a 34% yield). (1) The reactants are BrC1C=CC(O)=C(C2C=[CH:16][C:15]3[C:10](=[CH:11][CH:12]=[C:13]([C:18]4[N:22]([CH:23]5[CH2:28][CH2:27][CH2:26][CH2:25][CH2:24]5)[C:21]5[CH:29]=[CH:30][C:31]([C:33]([OH:35])=[O:34])=[CH:32][C:20]=5[N:19]=4)[CH:14]=3)[N:9]=2)C=1.C(OC(C1C=CC2N(C3CCCCC3)C(C3C=CC(N)=C(C=O)C=3)=NC=2C=1)=O)C.[CH:66]1([C:72]2[CH:77]=[CH:76][C:75]([O:78][CH3:79])=[CH:74][C:73]=2[C:80](=O)[CH3:81])[CH2:71][CH2:70][CH2:69][CH2:68][CH2:67]1.[OH-].[K+]. The catalyst is C(O)C. The product is [CH:23]1([N:22]2[C:21]3[CH:29]=[CH:30][C:31]([C:33]([OH:35])=[O:34])=[CH:32][C:20]=3[N:19]=[C:18]2[C:13]2[CH:14]=[C:15]3[C:10](=[CH:11][CH:12]=2)[N:9]=[C:80]([C:73]2[CH:74]=[C:75]([O:78][CH3:79])[CH:76]=[CH:77][C:72]=2[CH:66]2[CH2:71][CH2:70][CH2:69][CH2:68][CH2:67]2)[CH:81]=[CH:16]3)[CH2:24][CH2:25][CH2:26][CH2:27][CH2:28]1. The yield is 0.210. (2) The reactants are [CH3:1][O:2][C:3](=[O:27])[C@H:4]([NH:16][C:17]([O:19][CH2:20][C:21]1[CH:26]=[CH:25][CH:24]=[CH:23][CH:22]=1)=[O:18])[CH2:5][C:6]1[CH:15]=[CH:14][C:9]2[NH:10][C:11](=[O:13])[O:12][C:8]=2[CH:7]=1.[Br:28]N1C(=O)CCC1=O. The catalyst is C(O)(=O)C. The product is [CH3:1][O:2][C:3](=[O:27])[C@H:4]([NH:16][C:17]([O:19][CH2:20][C:21]1[CH:22]=[CH:23][CH:24]=[CH:25][CH:26]=1)=[O:18])[CH2:5][C:6]1[C:15]([Br:28])=[CH:14][C:9]2[NH:10][C:11](=[O:13])[O:12][C:8]=2[CH:7]=1. The yield is 0.340.